Dataset: Reaction yield outcomes from USPTO patents with 853,638 reactions. Task: Predict the reaction yield, written as a fraction of the theoretical maximum amount of product (1.0 means a 100% yield; for example, 0.34 means a 34% yield). (1) The reactants are CC(C)([O-])C.[K+].IP(C1C=CC=CC=1)(C1C=CC=CC=1)(C1C=CC=CC=1)[CH2:9][CH:10]1[CH2:15][CH2:14][CH:13]([CH2:16][CH2:17][CH3:18])[CH2:12][CH2:11]1.[Br:37][C:38]1[CH:45]=[CH:44][C:41]([CH:42]=O)=[C:40]([F:46])[CH:39]=1. The catalyst is C1COCC1. The product is [Br:37][C:38]1[CH:45]=[CH:44][C:41]([CH:42]=[CH:9][CH:10]2[CH2:15][CH2:14][CH:13]([CH2:16][CH2:17][CH3:18])[CH2:12][CH2:11]2)=[C:40]([F:46])[CH:39]=1. The yield is 0.940. (2) The catalyst is C(OCC)C. The yield is 1.00. The product is [ClH:13].[ClH:13].[CH2:11]([N:3]([CH2:1][CH3:2])[C:4]1[CH:9]=[CH:8][C:7]([NH2:10])=[CH:6][CH:5]=1)[CH3:12]. The reactants are [CH2:1]([N:3]([CH2:11][CH3:12])[C:4]1[CH:9]=[CH:8][C:7]([NH2:10])=[CH:6][CH:5]=1)[CH3:2].[ClH:13]. (3) The catalyst is [C].[Pd].C1(C)C=CC=CC=1. The product is [CH2:1]([C:8]1[CH:13]=[C:12]([CH3:14])[CH:11]=[CH:10][C:9]=1[OH:15])[C:2]1[CH:3]=[CH:4][CH:5]=[CH:6][CH:7]=1. The reactants are [CH:1](=[C:8]1[CH2:13][CH:12]([CH3:14])[CH2:11][CH2:10][C:9]1=[O:15])[C:2]1[CH:7]=[CH:6][CH:5]=[CH:4][CH:3]=1.C(OCC)(=O)/C=C\C(OCC)=O. The yield is 0.500. (4) The reactants are [Br:1][C:2]1[CH:8]=[C:7]([Cl:9])[C:5]([NH2:6])=[C:4]([Cl:10])[CH:3]=1.[CH:11]1([CH2:16][C:17](Cl)=[O:18])[CH2:15][CH2:14][CH2:13][CH2:12]1.C(=O)([O-])[O-].[Na+].[Na+]. The catalyst is O1CCCC1. The product is [Br:1][C:2]1[CH:8]=[C:7]([Cl:9])[C:5]([NH:6][C:17](=[O:18])[CH2:16][CH:11]2[CH2:15][CH2:14][CH2:13][CH2:12]2)=[C:4]([Cl:10])[CH:3]=1. The yield is 0.800. (5) The reactants are [N+:1]([C:4]1[CH:5]=[C:6]2[C:10](=[CH:11][CH:12]=1)[NH:9][CH:8]=[CH:7]2)([O-:3])=[O:2].N1CCCC1.[C:18]([N:26]1[CH2:31][CH2:30][C:29](=O)[CH2:28][CH2:27]1)(=[O:25])[C:19]1[CH:24]=[CH:23][CH:22]=[CH:21][CH:20]=1. The catalyst is C(O)C. The product is [N+:1]([C:4]1[CH:5]=[C:6]2[C:10](=[CH:11][CH:12]=1)[NH:9][CH:8]=[C:7]2[C:29]1[CH2:30][CH2:31][N:26]([C:18]([C:19]2[CH:24]=[CH:23][CH:22]=[CH:21][CH:20]=2)=[O:25])[CH2:27][CH:28]=1)([O-:3])=[O:2]. The yield is 0.980. (6) The catalyst is C(Cl)Cl. The reactants are [CH3:1][N:2]1[CH2:7][CH2:6][CH:5]([O:8][C:9]2[CH:10]=[C:11]([CH:14]=[CH:15][CH:16]=2)[CH2:12][NH2:13])[CH2:4][CH2:3]1.[C:17]1([C:23]2[CH:31]=[CH:30][C:26]([C:27](O)=[O:28])=[CH:25][CH:24]=2)[CH:22]=[CH:21][CH:20]=[CH:19][CH:18]=1.CCN(C(C)C)C(C)C.C(Cl)CCl. The product is [CH3:1][N:2]1[CH2:7][CH2:6][CH:5]([O:8][C:9]2[CH:10]=[C:11]([CH:14]=[CH:15][CH:16]=2)[CH2:12][NH:13][C:27]([C:26]2[CH:30]=[CH:31][C:23]([C:17]3[CH:18]=[CH:19][CH:20]=[CH:21][CH:22]=3)=[CH:24][CH:25]=2)=[O:28])[CH2:4][CH2:3]1. The yield is 0.560. (7) The reactants are [CH3:1][C:2]1[O:6][C:5]([CH:7]=O)=[CH:4][CH:3]=1.[C:9]([O:18]CC)(=[O:17])[CH2:10][CH2:11][C:12]([O:14][CH2:15][CH3:16])=[O:13].[O-]CC.[Na+]. The catalyst is C(O)C. The product is [CH2:15]([O:14][C:12](/[C:11](=[CH:7]/[C:5]1[O:6][C:2]([CH3:1])=[CH:3][CH:4]=1)/[CH2:10][C:9]([OH:18])=[O:17])=[O:13])[CH3:16]. The yield is 0.0500.